Dataset: Catalyst prediction with 721,799 reactions and 888 catalyst types from USPTO. Task: Predict which catalyst facilitates the given reaction. (1) Reactant: NN.[S:3]1[C:15]2[C:14]3[CH:13]=[CH:12][CH:11]=[CH:10][C:9]=3[N:8]=[CH:7][C:6]=2[N:5]=[C:4]1[CH2:16][O:17][N:18]1C(=O)C2C(=CC=CC=2)C1=O. Product: [NH2:18][O:17][CH2:16][C:4]1[S:3][C:15]2[C:14]3[CH:13]=[CH:12][CH:11]=[CH:10][C:9]=3[N:8]=[CH:7][C:6]=2[N:5]=1. The catalyst class is: 8. (2) Reactant: Br[C:2]1[C:3]([C:16]2[CH:21]=[CH:20][CH:19]=[CH:18][CH:17]=2)=[N:4][C:5]2[C:10]([N:11]=1)=[CH:9][C:8]([C:12]([O:14][CH3:15])=[O:13])=[CH:7][CH:6]=2.[CH:22]1([NH2:28])[CH2:27][CH2:26][CH2:25][CH2:24][CH2:23]1.C(=O)([O-])[O-].[K+].[K+]. Product: [CH:22]1([NH:28][C:2]2[C:3]([C:16]3[CH:21]=[CH:20][CH:19]=[CH:18][CH:17]=3)=[N:4][C:5]3[C:10]([N:11]=2)=[CH:9][C:8]([C:12]([O:14][CH3:15])=[O:13])=[CH:7][CH:6]=3)[CH2:27][CH2:26][CH2:25][CH2:24][CH2:23]1. The catalyst class is: 9. (3) Reactant: [H-].[Na+].[CH3:3][CH2:4][O:5][C:6](/[CH:8]=[CH:9]/[CH2:10]P(OCC)(OCC)=O)=[O:7].[N+:19]([C:22]1[C:29](OC)=[C:28]([O:32][CH3:33])[CH:27]=[CH:26][C:23]=1[CH:24]=O)([O-:21])=[O:20].[NH4+].[Cl-].C1C[O:39][CH2:38]C1. Product: [CH2:4]([O:5][C:6](=[O:7])[CH:8]=[CH:9][CH:10]=[CH:24][C:23]1[CH:26]=[C:27]([O:39][CH3:38])[C:28]([O:32][CH3:33])=[CH:29][C:22]=1[N+:19]([O-:21])=[O:20])[CH3:3]. The catalyst class is: 6. (4) Reactant: [CH3:1][C:2]1[CH:11]=[C:10]([CH2:12][O:13][CH:14]2[CH2:19][CH2:18][N:17]([S:20](/[CH:23]=[CH:24]/[CH2:25][CH2:26][CH2:27][C:28]3[N:33]=[CH:32][CH:31]=[CH:30][N:29]=3)(=[O:22])=[O:21])[CH2:16][CH2:15]2)[C:9]2[C:4](=[CH:5][CH:6]=[CH:7][CH:8]=2)[N:3]=1.[NH2:34][OH:35].O.CCOC(C)=O. Product: [CH3:1][C:2]1[CH:11]=[C:10]([CH2:12][O:13][CH:14]2[CH2:19][CH2:18][N:17]([S:20]([CH2:23][CH:24]([NH:34][OH:35])[CH2:25][CH2:26][CH2:27][C:28]3[N:33]=[CH:32][CH:31]=[CH:30][N:29]=3)(=[O:21])=[O:22])[CH2:16][CH2:15]2)[C:9]2[C:4](=[CH:5][CH:6]=[CH:7][CH:8]=2)[N:3]=1. The catalyst class is: 1. (5) Reactant: [H-].[Na+].[OH:3][C:4]1[CH:11]=[CH:10][C:7]([C:8]#[N:9])=[CH:6][C:5]=1[I:12].Br/[C:14](=[CH:19]\[CH3:20])/[C:15]([O:17][CH3:18])=[O:16].CN1C(=O)N(C)CCC1. Product: [C:8]([C:7]1[CH:10]=[CH:11][C:4]([O:3][CH2:20][CH:19]=[CH:14][C:15]([O:17][CH3:18])=[O:16])=[C:5]([I:12])[CH:6]=1)#[N:9]. The catalyst class is: 1.